Dataset: Forward reaction prediction with 1.9M reactions from USPTO patents (1976-2016). Task: Predict the product of the given reaction. Given the reactants [Cl:1][C:2]1[CH:7]=[C:6]([O:8]C)[CH:5]=[CH:4][C:3]=1[CH:10]([CH3:27])[C:11]([C:17]1[CH:24]=[C:23]([CH3:25])[C:20]([C:21]#[N:22])=[C:19]([CH3:26])[CH:18]=1)([OH:16])[C:12]([F:15])([F:14])[F:13].B(Br)(Br)Br, predict the reaction product. The product is: [Cl:1][C:2]1[CH:7]=[C:6]([OH:8])[CH:5]=[CH:4][C:3]=1[CH:10]([CH3:27])[C:11]([C:17]1[CH:18]=[C:19]([CH3:26])[C:20]([C:21]#[N:22])=[C:23]([CH3:25])[CH:24]=1)([OH:16])[C:12]([F:15])([F:13])[F:14].